From a dataset of Forward reaction prediction with 1.9M reactions from USPTO patents (1976-2016). Predict the product of the given reaction. Given the reactants O=[C:2]([C:5]1[S:6][CH:7]=[CH:8][CH:9]=1)[CH:3]=O.[F:10][C:11]1[CH:24]=[CH:23][C:14]([CH2:15][C:16]2[N:17]([NH2:22])[C:18]([NH2:21])=[N:19][N:20]=2)=[CH:13][CH:12]=1, predict the reaction product. The product is: [F:10][C:11]1[CH:24]=[CH:23][C:14]([CH2:15][C:16]2[N:17]3[N:22]=[CH:3][C:2]([C:5]4[S:6][CH:7]=[CH:8][CH:9]=4)=[N:21][C:18]3=[N:19][N:20]=2)=[CH:13][CH:12]=1.[F:10][C:11]1[CH:24]=[CH:23][C:14]([CH2:15][C:16]2[N:17]3[N:22]=[C:2]([C:5]4[S:6][CH:7]=[CH:8][CH:9]=4)[CH:3]=[N:21][C:18]3=[N:19][N:20]=2)=[CH:13][CH:12]=1.